Dataset: Forward reaction prediction with 1.9M reactions from USPTO patents (1976-2016). Task: Predict the product of the given reaction. (1) Given the reactants [NH:1]1[C:9]2[C:4](=[CH:5][CH:6]=[CH:7][CH:8]=2)[C:3]2([C:21]3[C:12](=[CH:13][C:14]4[O:19][CH2:18][CH2:17][O:16][C:15]=4[CH:20]=3)[O:11][CH2:10]2)[C:2]1=[O:22].C(N(CC)CC)C.[C:30](O[C:30]([O:32][C:33]([CH3:36])([CH3:35])[CH3:34])=[O:31])([O:32][C:33]([CH3:36])([CH3:35])[CH3:34])=[O:31], predict the reaction product. The product is: [O:22]=[C:2]1[C:3]2([C:21]3[C:12](=[CH:13][C:14]4[O:19][CH2:18][CH2:17][O:16][C:15]=4[CH:20]=3)[O:11][CH2:10]2)[C:4]2[C:9](=[CH:8][CH:7]=[CH:6][CH:5]=2)[N:1]1[C:30]([O:32][C:33]([CH3:36])([CH3:35])[CH3:34])=[O:31]. (2) The product is: [CH:1]([C:2]1[CH2:11][C:1]2[C:6]([CH:3]=1)=[C:5]([C:18]1[CH:19]=[CH:20][CH:21]=[CH:22][CH:23]=1)[CH:4]=[CH:3][CH:2]=2)([CH3:11])[CH3:6]. Given the reactants [C:1]1([CH3:11])[CH:6]=[CH:5][C:4](S(O)(=O)=O)=[CH:3][CH:2]=1.C(=O)(O)[O-].[Na+].O.[C:18]1(C)[CH:23]=[CH:22][CH:21]=[CH:20][CH:19]=1, predict the reaction product. (3) Given the reactants Cl.[CH3:2][O:3][CH2:4][C@H:5]1[CH2:10][CH2:9][C@H:8]([NH2:11])[CH2:7][CH2:6]1.[C:12]1(=O)[CH2:17][CH2:16][CH2:15][CH2:14][CH2:13]1.CO.C([BH3-])#N.[Na+], predict the reaction product. The product is: [CH:12]1([NH:11][C@H:8]2[CH2:9][CH2:10][C@H:5]([CH2:4][O:3][CH3:2])[CH2:6][CH2:7]2)[CH2:17][CH2:16][CH2:15][CH2:14][CH2:13]1. (4) Given the reactants [CH3:1][N:2]1[CH2:7][CH2:6][N:5]([C:8]([CH:10]2[CH2:15][CH2:14][CH2:13][N:12]([C:16]3[CH:21]=[CH:20][C:19]([N+:22]([O-:24])=[O:23])=[CH:18][CH:17]=3)[CH2:11]2)=[O:9])[CH2:4][CH2:3]1.[N+:25]([C:28]1[CH:33]=[CH:32][C:31]([N:34]2[CH2:39][CH2:38][CH2:37][CH:36](C(O)=O)[CH2:35]2)=[CH:30][CH:29]=1)([O-:27])=[O:26], predict the reaction product. The product is: [CH3:1][N:2]1[CH2:7][CH2:6][N:5]([C:8]([CH:37]2[CH2:36][CH2:35][N:34]([C:31]3[CH:30]=[CH:29][C:28]([N+:25]([O-:27])=[O:26])=[CH:33][CH:32]=3)[CH2:39][CH2:38]2)=[O:9])[CH2:4][CH2:3]1.[CH3:1][N:2]1[CH2:3][CH2:4][N:5]([C:8]([CH:10]2[CH2:15][CH2:14][CH2:13][N:12]([C:16]3[CH:21]=[CH:20][C:19]([N+:22]([O-:24])=[O:23])=[CH:18][CH:17]=3)[CH2:11]2)=[O:9])[CH2:6][CH2:7]1. (5) Given the reactants [NH2:1][C:2]1[CH:7]=[CH:6][C:5]([S:8]([OH:11])(=[O:10])=[O:9])=[CH:4][C:3]=1[CH3:12].[C:13](OC(=O)C)(=[O:15])[CH3:14], predict the reaction product. The product is: [C:13]([NH:1][C:2]1[CH:7]=[CH:6][C:5]([S:8]([O-:11])(=[O:9])=[O:10])=[CH:4][C:3]=1[CH3:12])(=[O:15])[CH3:14].[NH+:1]1[CH:2]=[CH:3][CH:4]=[CH:5][CH:6]=1. (6) Given the reactants [O:1]=[C:2]1[C:6]2[CH:7]=[CH:8][CH:9]=[C:10]([CH2:11][N:12]3[CH2:17][CH2:16][N:15]([C:18]([O:20][C:21]([CH3:24])([CH3:23])[CH3:22])=[O:19])[CH2:14][CH2:13]3)[C:5]=2[O:4][CH2:3]1.[NH:25]1[C:33]2[C:28](=[CH:29][CH:30]=[CH:31][N:32]=2)[C:27]([CH:34]=O)=[CH:26]1, predict the reaction product. The product is: [NH:25]1[C:33]2=[N:32][CH:31]=[CH:30][CH:29]=[C:28]2[C:27](/[CH:34]=[C:3]2\[O:4][C:5]3[C:10]([CH2:11][N:12]4[CH2:13][CH2:14][N:15]([C:18]([O:20][C:21]([CH3:24])([CH3:23])[CH3:22])=[O:19])[CH2:16][CH2:17]4)=[CH:9][CH:8]=[CH:7][C:6]=3[C:2]\2=[O:1])=[CH:26]1. (7) Given the reactants [OH:1][C@@H:2]1[CH2:25][CH2:24][C@@:23]2([CH3:26])[C@H:4]([C@@H:5]([CH2:29][CH3:30])[C:6](=[O:28])[C@@H:7]3[C@@H:22]2[CH2:21][CH2:20][C@@:19]2([CH3:27])[C@H:8]3[CH2:9][CH2:10][C@@H:11]2[C@H:12]([CH3:18])[CH2:13][CH2:14][C:15]([OH:17])=[O:16])[CH2:3]1.[BH4-].[Na+], predict the reaction product. The product is: [CH3:30][CH2:29][C@H:5]1[C@@H:6]([OH:28])[C@@H:7]2[C@H:22]([CH2:21][CH2:20][C@:19]3([CH3:27])[C@@H:11]([C@@H:12]([CH2:13][CH2:14][C:15]([OH:17])=[O:16])[CH3:18])[CH2:10][CH2:9][C@H:8]32)[C@:23]2([CH3:26])[C@H:4]1[CH2:3][C@H:2]([OH:1])[CH2:25][CH2:24]2. (8) Given the reactants [C:1]([C:3]1[CH:4]=[C:5]([CH:29]([CH3:31])[CH3:30])[C:6]2[O:10][C:9]([C:11]3[CH:27]=[CH:26][C:14]([C:15]([NH:17][CH2:18][CH:19]4[CH2:24][CH2:23][C:22](=[O:25])[CH2:21][CH2:20]4)=[O:16])=[CH:13][CH:12]=3)=[N:8][C:7]=2[CH:28]=1)#[N:2].N1C(C)=CC=CC=1C.[F:40][C:41]([F:54])([F:53])[S:42](O[S:42]([C:41]([F:54])([F:53])[F:40])(=[O:44])=[O:43])(=[O:44])=[O:43], predict the reaction product. The product is: [F:40][C:41]([F:54])([F:53])[S:42]([O:25][C:22]1[CH2:21][CH2:20][CH:19]([CH2:18][NH:17][C:15](=[O:16])[C:14]2[CH:26]=[CH:27][C:11]([C:9]3[O:10][C:6]4[C:5]([CH:29]([CH3:31])[CH3:30])=[CH:4][C:3]([C:1]#[N:2])=[CH:28][C:7]=4[N:8]=3)=[CH:12][CH:13]=2)[CH2:24][CH:23]=1)(=[O:44])=[O:43].